Dataset: Catalyst prediction with 721,799 reactions and 888 catalyst types from USPTO. Task: Predict which catalyst facilitates the given reaction. Reactant: Br[C:2]1[CH:7]=[CH:6][C:5]([S:8]([NH:11][C:12]2[S:13][CH:14]=[CH:15][N:16]=2)(=[O:10])=[O:9])=[C:4]([F:17])[CH:3]=1.CC1(C)C2C=CC=C(P(C3C=CC=CC=3)C3C=CC=CC=3)C=2OC2C1=CC=CC=2P(C1C=CC=CC=1)C1C=CC=CC=1.[C:60]1([C:67]2[CH:72]=[CH:71][CH:70]=[CH:69][CH:68]=2)[C:61]([NH2:66])=[CH:62][CH:63]=[CH:64][CH:65]=1.CC(C)([O-])C.[Na+].C(O)(C)(C)C. Product: [C:60]1([C:67]2[CH:68]=[CH:69][CH:70]=[CH:71][CH:72]=2)[CH:65]=[CH:64][CH:63]=[CH:62][C:61]=1[NH:66][C:2]1[CH:7]=[CH:6][C:5]([S:8]([NH:11][C:12]2[S:13][CH:14]=[CH:15][N:16]=2)(=[O:10])=[O:9])=[C:4]([F:17])[CH:3]=1. The catalyst class is: 110.